The task is: Predict the product of the given reaction.. This data is from Forward reaction prediction with 1.9M reactions from USPTO patents (1976-2016). (1) Given the reactants [C:1]([C:5]1[CH:6]=[C:7]([C:17]2[CH:25]=[CH:24][CH:23]=[C:22]3[C:18]=2[CH:19]=[CH:20][CH2:21]3)[CH:8]=[C:9]([C:13]([CH3:16])([CH3:15])[CH3:14])[C:10]=1[O:11][CH3:12])([CH3:4])([CH3:3])[CH3:2].[Br:26]N1C(=O)CCC1=O, predict the reaction product. The product is: [Br:26][C:20]1[CH2:21][C:22]2[C:18]([CH:19]=1)=[C:17]([C:7]1[CH:8]=[C:9]([C:13]([CH3:16])([CH3:15])[CH3:14])[C:10]([O:11][CH3:12])=[C:5]([C:1]([CH3:2])([CH3:3])[CH3:4])[CH:6]=1)[CH:25]=[CH:24][CH:23]=2. (2) Given the reactants C[Si](C)(C)[C:3]#[C:4][C:5]1[CH:14]=[CH:13][C:12]2[C:7](=[CH:8][CH:9]=[C:10]([C:15]#[C:16][Si](C)(C)C)[CH:11]=2)[CH:6]=1.C([O-])([O-])=O.[K+].[K+].C(Cl)Cl, predict the reaction product. The product is: [C:15]([C:10]1[CH:9]=[CH:8][C:7]2[C:12](=[CH:13][CH:14]=[C:5]([C:4]#[CH:3])[CH:6]=2)[CH:11]=1)#[CH:16]. (3) Given the reactants Cl.[Cl:2][C:3]1[C:43]([C:44]([F:47])([F:46])[F:45])=[CH:42][CH:41]=[CH:40][C:4]=1[CH2:5][N:6]([CH2:26][CH:27]([C:34]1[CH:39]=[CH:38][CH:37]=[CH:36][CH:35]=1)[C:28]1[CH:33]=[CH:32][CH:31]=[CH:30][CH:29]=1)[CH2:7][CH2:8][CH2:9][O:10][C:11]1[CH:12]=[C:13]([CH2:17][C:18]([N:20]2CCOCC2)=[O:19])[CH:14]=[CH:15][CH:16]=1.N.N1CCOCC1, predict the reaction product. The product is: [Cl:2][C:3]1[C:43]([C:44]([F:45])([F:46])[F:47])=[CH:42][CH:41]=[CH:40][C:4]=1[CH2:5][N:6]([CH2:26][CH:27]([C:28]1[CH:29]=[CH:30][CH:31]=[CH:32][CH:33]=1)[C:34]1[CH:39]=[CH:38][CH:37]=[CH:36][CH:35]=1)[CH2:7][CH2:8][CH2:9][O:10][C:11]1[CH:12]=[C:13]([CH2:17][C:18]([NH2:20])=[O:19])[CH:14]=[CH:15][CH:16]=1. (4) Given the reactants [C:1]([C:4]1[C:5]([C:22]2[CH:27]=[CH:26][C:25]([F:28])=[C:24]([Cl:29])[CH:23]=2)=[N:6][N:7]2[CH2:12][C:11]3([CH2:14][CH2:13]3)[N:10](C(OC(C)(C)C)=O)[CH2:9][C:8]=12)(=[O:3])[NH2:2].C(O)(C(F)(F)F)=O, predict the reaction product. The product is: [Cl:29][C:24]1[CH:23]=[C:22]([C:5]2[C:4]([C:1]([NH2:2])=[O:3])=[C:8]3[CH2:9][NH:10][C:11]4([CH2:14][CH2:13]4)[CH2:12][N:7]3[N:6]=2)[CH:27]=[CH:26][C:25]=1[F:28]. (5) Given the reactants N[C:2]1[N:7]=[CH:6][C:5]([C:8]2[CH:19]=[C:18]([CH3:20])[C:11]([O:12][CH2:13][C:14](OC)=[O:15])=[C:10]([CH3:21])[CH:9]=2)=[CH:4][N:3]=1.O.[NH2:23][NH2:24], predict the reaction product. The product is: [CH3:20][C:18]1[CH:19]=[C:8]([C:5]2[CH:4]=[N:3][CH:2]=[N:7][CH:6]=2)[CH:9]=[C:10]([CH3:21])[C:11]=1[O:12][CH2:13][C:14]([NH:23][NH2:24])=[O:15]. (6) Given the reactants C[C@H]1COCCN1.[CH3:8][C@H:9]1[CH2:14][O:13][CH2:12][CH2:11][N:10]1[C:15]1[C:16]2[CH2:33][CH2:32][NH:31][CH2:30][C:17]=2[N:18]=[C:19]([C:21]2[CH:26]=[CH:25][C:24]([N+:27]([O-])=O)=[CH:23][CH:22]=2)[N:20]=1.C[C@H]1COCCN1C1C2[CH2:58][NH:57][CH2:56][C:43]=2[N:44]=C(C2C=CC([N+]([O-])=O)=CC=2)N=1.[CH2:59]([N:62]=[C:63]=[O:64])[CH2:60]C.C(N=C=O)C, predict the reaction product. The product is: [CH2:59]([NH:62][C:63]([NH:27][C:24]1[CH:25]=[CH:26][C:21]([C:19]2[N:20]=[C:15]([N:10]3[CH2:11][CH2:12][O:13][CH2:14][C@@H:9]3[CH3:8])[C:16]3[CH2:33][N:31]([C:32]4[N:57]([CH3:58])[CH:56]=[CH:43][N:44]=4)[CH2:30][C:17]=3[N:18]=2)=[CH:22][CH:23]=1)=[O:64])[CH3:60].